Dataset: Experimentally validated miRNA-target interactions with 360,000+ pairs, plus equal number of negative samples. Task: Binary Classification. Given a miRNA mature sequence and a target amino acid sequence, predict their likelihood of interaction. The miRNA is hsa-miR-26b-5p with sequence UUCAAGUAAUUCAGGAUAGGU. The protein sequence of the target gene is MAWWKAWIEQEGVTVKSSSHFNPDPDAETLYKAMKGIGTNEQAIIDVLTKRSNTQRQQIAKSFKAQFGKDLTETLKSELSGKFERLIVALMYPPYRYEAKELHDAMKGLGTKEGVIIEILASRTKNQLREIMKAYEEDYGSSLEEDIQADTSGYLERILVCLLQGSRDDVSSFVDPALALQDAQDLYAAGEKIRGTDEMKFITILCTRSATHLLRVFEEYEKIANKSIEDSIKSETHGSLEEAMLTVVKCTQNLHSYFAERLYYAMKGAGTRDGTLIRNIVSRSEIDLNLIKCHFKKMYG.... Result: 1 (interaction).